From a dataset of Reaction yield outcomes from USPTO patents with 853,638 reactions. Predict the reaction yield, written as a fraction of the theoretical maximum amount of product (1.0 means a 100% yield; for example, 0.34 means a 34% yield). (1) The reactants are [CH2:1]1[C:13]2[C:12]3[CH:11]=[C:10]([C:14]([O:16][CH3:17])=[O:15])[CH:9]=[CH:8][C:7]=3[NH:6][C:5]=2[CH2:4][CH2:3][N:2]1[C:18]([O:20][C:21]([CH3:24])([CH3:23])[CH3:22])=[O:19].[H-].[Na+].I[CH3:28].[NH4+].[Cl-]. The catalyst is CN(C=O)C. The product is [CH3:28][N:6]1[C:7]2[CH:8]=[CH:9][C:10]([C:14]([O:16][CH3:17])=[O:15])=[CH:11][C:12]=2[C:13]2[CH2:1][N:2]([C:18]([O:20][C:21]([CH3:24])([CH3:23])[CH3:22])=[O:19])[CH2:3][CH2:4][C:5]1=2. The yield is 0.790. (2) The reactants are [Cl:1][C:2]1[CH:7]=[CH:6][C:5]([OH:8])=[CH:4][C:3]=1[C:9]([F:12])([F:11])[F:10].C(=O)([O-])[O-].[K+].[K+].[F:19][C:20]1[CH:30]=[C:29](F)[CH:28]=[CH:27][C:21]=1[C:22]([O:24][CH2:25][CH3:26])=[O:23]. The catalyst is CS(C)=O. The product is [Cl:1][C:2]1[CH:7]=[CH:6][C:5]([O:8][C:29]2[CH:28]=[CH:27][C:21]([C:22]([O:24][CH2:25][CH3:26])=[O:23])=[C:20]([F:19])[CH:30]=2)=[CH:4][C:3]=1[C:9]([F:10])([F:11])[F:12]. The yield is 0.930. (3) The product is [ClH:29].[ClH:29].[NH:17]1[CH2:18][CH2:19][CH2:20][CH2:21][CH:16]1[C:13]1[CH:14]=[CH:15][C:10]([C:9]([NH:8][C:23]2[CH:28]=[CH:27][N:26]=[CH:25][CH:24]=2)=[O:22])=[CH:11][CH:12]=1. No catalyst specified. The yield is 0.980. The reactants are C([N:8]([C:23]1[CH:28]=[CH:27][N:26]=[CH:25][CH:24]=1)[C:9](=[O:22])[C:10]1[CH:15]=[CH:14][C:13]([CH:16]2[CH2:21][CH2:20][CH2:19][CH2:18][NH:17]2)=[CH:12][CH:11]=1)(OC(C)(C)C)=O.[ClH:29]. (4) The reactants are COC1C=C(OC)C=CC=1C[N:6]([C:35]1[CH:40]=[CH:39][N:38]=[CH:37][N:36]=1)[S:7]([C:10]1[C:15]([F:16])=[CH:14][C:13]([O:17][C@H:18]2[CH2:22][CH2:21][CH2:20][C@@H:19]2[C:23]2[N:27](C3CCCCO3)[N:26]=[CH:25][CH:24]=2)=[CH:12][C:11]=1[F:34])(=[O:9])=[O:8].C([SiH](CC)CC)C.FC(F)(F)C(O)=O. The yield is 0.860. The product is [F:16][C:15]1[CH:14]=[C:13]([O:17][C@H:18]2[CH2:22][CH2:21][CH2:20][C@@H:19]2[C:23]2[NH:27][N:26]=[CH:25][CH:24]=2)[CH:12]=[C:11]([F:34])[C:10]=1[S:7]([NH:6][C:35]1[CH:40]=[CH:39][N:38]=[CH:37][N:36]=1)(=[O:8])=[O:9]. The catalyst is ClCCl. (5) The reactants are [NH:1]1[CH2:6][CH2:5][NH:4][CH2:3][CH:2]1[CH2:7][CH2:8][OH:9].[CH:10]1[CH:15]=[CH:14][C:13]([CH2:16][O:17][C:18](Cl)=[O:19])=[CH:12][CH:11]=1. The catalyst is C1COCC1.O.C([O-])(O)=O.[Na+].[Cl-].[Na+].O. The product is [OH:9][CH2:8][CH2:7][CH:2]1[CH2:3][N:4]([C:18]([O:17][CH2:16][C:13]2[CH:14]=[CH:15][CH:10]=[CH:11][CH:12]=2)=[O:19])[CH2:5][CH2:6][N:1]1[C:18]([O:17][CH2:16][C:13]1[CH:14]=[CH:15][CH:10]=[CH:11][CH:12]=1)=[O:19]. The yield is 0.230.